This data is from TCR-epitope binding with 47,182 pairs between 192 epitopes and 23,139 TCRs. The task is: Binary Classification. Given a T-cell receptor sequence (or CDR3 region) and an epitope sequence, predict whether binding occurs between them. (1) The epitope is NLSALGIFST. The TCR CDR3 sequence is CASSLLRAGYTEAFF. Result: 0 (the TCR does not bind to the epitope). (2) The epitope is PKYVKQNTLKLAT. The TCR CDR3 sequence is CASSSSGGSWGYTF. Result: 1 (the TCR binds to the epitope). (3) The epitope is DRFYKTLRAEQASQEV. The TCR CDR3 sequence is CASSFGWGALGTEAFF. Result: 0 (the TCR does not bind to the epitope).